Predict which catalyst facilitates the given reaction. From a dataset of Catalyst prediction with 721,799 reactions and 888 catalyst types from USPTO. (1) Reactant: [NH:1]1[CH2:6][CH2:5][CH:4]([N:7]2[C:15]3[C:10](=[N:11][CH:12]=[CH:13][CH:14]=3)[NH:9][C:8]2=[O:16])[CH2:3][CH2:2]1.Cl[C:18]1[N:23]=[CH:22][N:21]=[C:20]([O:24][C:25]2[CH:34]=[C:33]([CH3:35])[C:28]3[NH:29][C:30](=[O:32])[O:31][C:27]=3[CH:26]=2)[CH:19]=1.CCN(C(C)C)C(C)C. Product: [CH3:35][C:33]1[C:28]2[NH:29][C:30](=[O:32])[O:31][C:27]=2[CH:26]=[C:25]([O:24][C:20]2[N:21]=[CH:22][N:23]=[C:18]([N:1]3[CH2:2][CH2:3][CH:4]([N:7]4[C:15]5[C:10](=[N:11][CH:12]=[CH:13][CH:14]=5)[NH:9][C:8]4=[O:16])[CH2:5][CH2:6]3)[CH:19]=2)[CH:34]=1. The catalyst class is: 3. (2) Reactant: [C:1]([S+:5](/[N:7]=[CH:8]/[C:9]1[CH:14]=[CH:13][CH:12]=[C:11]([C:15]#[N:16])[CH:10]=1)[O-:6])([CH3:4])([CH3:3])[CH3:2].[CH3:17][Mg+].[Br-]. Product: [C:1]([S+:5]([NH:7][C@@H:8]([C:9]1[CH:14]=[CH:13][CH:12]=[C:11]([C:15]#[N:16])[CH:10]=1)[CH3:17])[O-:6])([CH3:4])([CH3:2])[CH3:3]. The catalyst class is: 326. (3) Reactant: [NH2:1][C:2]1[N:7]=[CH:6][N:5]=[C:4]([NH:8][C@H:9]([C:11]2[N:16]([C:17]3[CH:22]=[CH:21][CH:20]=[CH:19][CH:18]=3)[C:15](=[O:23])[C:14]3=[C:24](C)[CH:25]=[CH:26][N:13]3[N:12]=2)[CH3:10])[C:3]=1I.C([Sn](CCCC)(CCCC)[C:34]1[S:35][CH:36]=[CH:37][N:38]=1)CCC.[Cl-].C(N(CC)CC)C. Product: [NH2:1][C:2]1[N:7]=[CH:6][N:5]=[C:4]([NH:8][C@H:9]([C:11]2[N:16]([C:17]3[CH:18]=[CH:19][CH:20]=[CH:21][CH:22]=3)[C:15](=[O:23])[C:14]3=[CH:24][CH:25]=[CH:26][N:13]3[N:12]=2)[CH3:10])[C:3]=1[C:34]1[S:35][CH:36]=[CH:37][N:38]=1. The catalyst class is: 590.